Dataset: Catalyst prediction with 721,799 reactions and 888 catalyst types from USPTO. Task: Predict which catalyst facilitates the given reaction. (1) Reactant: [NH2:1][CH2:2][C:3]([OH:5])=O.C(N(CC)CC)C.[F:13][C:14]1[CH:19]=[CH:18][C:17]([N:20]=[C:21]=[O:22])=[CH:16][CH:15]=1. Product: [F:13][C:14]1[CH:19]=[CH:18][C:17]([N:20]2[C:3](=[O:5])[CH2:2][NH:1][C:21]2=[O:22])=[CH:16][CH:15]=1. The catalyst class is: 4. (2) Reactant: [Cl:1][C:2]1[CH:7]=[CH:6][C:5]([N:8]2[CH:12]=[C:11]([C:13](O)=[O:14])[N:10]=[C:9]2[CH2:16][C:17]2[CH:22]=[CH:21][C:20]([F:23])=[CH:19][CH:18]=2)=[CH:4][CH:3]=1.Cl.CN(C)CCCN=C=NCC.[F:36][C:37]1[CH:44]=[CH:43][C:40]([NH:41][CH3:42])=[CH:39][CH:38]=1. Product: [F:36][C:37]1[CH:44]=[CH:43][C:40]([N:41]([CH3:42])[C:13]([C:11]2[N:10]=[C:9]([CH2:16][C:17]3[CH:22]=[CH:21][C:20]([F:23])=[CH:19][CH:18]=3)[N:8]([C:5]3[CH:6]=[CH:7][C:2]([Cl:1])=[CH:3][CH:4]=3)[CH:12]=2)=[O:14])=[CH:39][CH:38]=1. The catalyst class is: 2.